Dataset: Reaction yield outcomes from USPTO patents with 853,638 reactions. Task: Predict the reaction yield, written as a fraction of the theoretical maximum amount of product (1.0 means a 100% yield; for example, 0.34 means a 34% yield). (1) The reactants are [CH3:1][O:2][CH2:3][CH2:4][NH:5][S:6]([CH2:9][C:10]1[CH:15]=[CH:14][CH:13]=[CH:12][CH:11]=1)(=[O:8])=[O:7].[C:16](OCC)(=[O:22])[C:17](OCC)=[O:18].CC(C)([O-])C.[K+]. The catalyst is CN(C=O)C. The product is [OH:22][C:16]1[C:17](=[O:18])[N:5]([CH2:4][CH2:3][O:2][CH3:1])[S:6](=[O:7])(=[O:8])[C:9]=1[C:10]1[CH:15]=[CH:14][CH:13]=[CH:12][CH:11]=1. The yield is 0.0600. (2) The reactants are [C:1]([C:3]1[CH:8]=[CH:7][CH:6]=[C:5]([S:9][CH2:10][CH2:11][CH2:12][C:13]2[CH:18]=[CH:17][CH:16]=[CH:15][CH:14]=2)[N:4]=1)#[N:2].[C:19](OC)(=[O:27])[C:20]1[C:21](=[CH:23][CH:24]=[CH:25][CH:26]=1)[SH:22].C(N(CC)CC)C. The catalyst is C1(C)C=CC=CC=1. The product is [C:13]1([CH2:12][CH2:11][CH2:10][S:9][C:5]2[N:4]=[C:3]([C:1]3[S:22][C:21]4[CH:23]=[CH:24][CH:25]=[CH:26][C:20]=4[C:19](=[O:27])[N:2]=3)[CH:8]=[CH:7][CH:6]=2)[CH:18]=[CH:17][CH:16]=[CH:15][CH:14]=1. The yield is 0.380.